This data is from Full USPTO retrosynthesis dataset with 1.9M reactions from patents (1976-2016). The task is: Predict the reactants needed to synthesize the given product. (1) The reactants are: [Cl:1][C:2]1[CH:3]=[CH:4][C:5]2[N:11]3[C:12]([CH:15]4[CH2:17][CH2:16]4)=[N:13][N:14]=[C:10]3[C@@H:9]([CH2:18][CH2:19][C:20](O)=[O:21])[S:8][C@H:7]([C:23]3[CH:28]=[CH:27][CH:26]=[C:25]([O:29][CH3:30])[C:24]=3[O:31][CH3:32])[C:6]=2[CH:33]=1.Cl.[NH2:35][CH2:36][C:37](=[O:44])[CH2:38][CH2:39][C:40]([O:42][CH3:43])=[O:41].Cl.C(N=C=NCCCN(C)C)C.ON1C2C=CC=CC=2N=N1. Given the product [Cl:1][C:2]1[CH:3]=[CH:4][C:5]2[N:11]3[C:12]([CH:15]4[CH2:17][CH2:16]4)=[N:13][N:14]=[C:10]3[C@@H:9]([CH2:18][CH2:19][C:20]([NH:35][CH2:36][C:37](=[O:44])[CH2:38][CH2:39][C:40]([O:42][CH3:43])=[O:41])=[O:21])[S:8][C@H:7]([C:23]3[CH:28]=[CH:27][CH:26]=[C:25]([O:29][CH3:30])[C:24]=3[O:31][CH3:32])[C:6]=2[CH:33]=1, predict the reactants needed to synthesize it. (2) Given the product [CH3:21][O:20][C:17]1[CH:18]=[C:19]2[C:14](=[CH:15][C:16]=1[O:22][CH2:23][CH2:24][O:25][CH3:26])[N:13]=[CH:12][N:11]=[C:10]2[O:8][C:4]1[CH:3]=[C:2]([CH:7]=[CH:6][CH:5]=1)[NH2:1], predict the reactants needed to synthesize it. The reactants are: [NH2:1][C:2]1[CH:3]=[C:4]([OH:8])[CH:5]=[CH:6][CH:7]=1.Cl[C:10]1[C:19]2[C:14](=[CH:15][C:16]([O:22][CH2:23][CH2:24][O:25][CH3:26])=[C:17]([O:20][CH3:21])[CH:18]=2)[N:13]=[CH:12][N:11]=1.